From a dataset of Catalyst prediction with 721,799 reactions and 888 catalyst types from USPTO. Predict which catalyst facilitates the given reaction. (1) Reactant: [NH2:1][C:2]1[S:3][C:4]2[C:9](=O)[N:8]=[C:7]([S:11][CH2:12][C:13]3[CH:18]=[CH:17][CH:16]=[C:15]([F:19])[C:14]=3[F:20])[NH:6][C:5]=2[N:21]=1.P(Cl)(Cl)([Cl:24])=O.CN(C)C1C=CC=CC=1. The catalyst class is: 138. Product: [Cl:24][C:9]1[C:4]2[S:3][C:2]([NH2:1])=[N:21][C:5]=2[N:6]=[C:7]([S:11][CH2:12][C:13]2[CH:18]=[CH:17][CH:16]=[C:15]([F:19])[C:14]=2[F:20])[N:8]=1. (2) Reactant: ClC(Cl)(Cl)[CH2:3][O:4][C:5]([C@@H:7]1[CH2:12][CH2:11][CH2:10][N:9]([C:13](=[O:31])[C@@H:14]([NH:16][C:17](=[O:30])[C@@H:18]([NH:22][C:23]([O:25][C:26]([CH3:29])([CH3:28])[CH3:27])=[O:24])[CH:19]([CH3:21])[CH3:20])[CH3:15])[NH:8]1)=[O:6].[F-].C([N+](CCCC)(CCCC)CCCC)CCC. Product: [CH3:3][O:4][C:5]([C@@H:7]1[CH2:12][CH2:11][CH2:10][N:9]([C:13](=[O:31])[C@@H:14]([NH:16][C:17](=[O:30])[C@@H:18]([NH:22][C:23]([O:25][C:26]([CH3:27])([CH3:29])[CH3:28])=[O:24])[CH:19]([CH3:21])[CH3:20])[CH3:15])[NH:8]1)=[O:6]. The catalyst class is: 83. (3) Reactant: [CH3:1][O:2][C:3]1[CH:30]=[C:29]2[C:6]([CH2:7][C:8]3[C:12]([C:13]4[CH:14]=[CH:15][C:16]([C:19]#[N:20])=[N:17][CH:18]=4)=[N:11][N:10]([CH2:21][O:22][CH2:23][CH2:24][Si:25]([CH3:28])([CH3:27])[CH3:26])[C:9]=32)=[CH:5][C:4]=1[O:31]COCC[Si](C)(C)C.Cl. Product: [OH:31][C:4]1[CH:5]=[C:6]2[C:29](=[CH:30][C:3]=1[O:2][CH3:1])[C:9]1[N:10]([CH2:21][O:22][CH2:23][CH2:24][Si:25]([CH3:27])([CH3:28])[CH3:26])[N:11]=[C:12]([C:13]3[CH:14]=[CH:15][C:16]([C:19]#[N:20])=[N:17][CH:18]=3)[C:8]=1[CH2:7]2. The catalyst class is: 100. (4) Reactant: [CH:1]1([C:7]([O-:9])=[O:8])[CH2:6][CH2:5][CH2:4][CH2:3][CH2:2]1.[OH-].[Na+].Cl. Product: [CH:1]1([C:7]([OH:9])=[O:8])[CH2:6][CH2:5][CH2:4][CH2:3][CH2:2]1. The catalyst class is: 5. (5) Reactant: [O:1]1[CH:5]2[O:6][CH2:7][CH2:8][CH:4]2[CH:3]([O:9][C:10](=[O:41])[NH:11][CH:12]([CH2:34][C:35]2[CH:40]=[CH:39][CH:38]=[CH:37][CH:36]=2)[CH:13]([OH:33])[CH2:14][N:15]([S:20]([C:23]2[CH:28]=[CH:27][C:26]([N+:29]([O-:31])=[O:30])=[C:25](F)[CH:24]=2)(=[O:22])=[O:21])[CH2:16][CH:17]([CH3:19])[CH3:18])[CH2:2]1.[F:42][C:43]1[CH:50]=[C:49]([F:51])[CH:48]=[CH:47][C:44]=1[CH2:45][NH2:46]. Product: [O:1]1[CH:5]2[O:6][CH2:7][CH2:8][CH:4]2[CH:3]([O:9][C:10](=[O:41])[NH:11][CH:12]([CH2:34][C:35]2[CH:36]=[CH:37][CH:38]=[CH:39][CH:40]=2)[CH:13]([OH:33])[CH2:14][N:15]([S:20]([C:23]2[CH:28]=[CH:27][C:26]([N+:29]([O-:31])=[O:30])=[C:25]([NH:46][CH2:45][C:44]3[CH:47]=[CH:48][C:49]([F:51])=[CH:50][C:43]=3[F:42])[CH:24]=2)(=[O:22])=[O:21])[CH2:16][CH:17]([CH3:19])[CH3:18])[CH2:2]1. The catalyst class is: 7. (6) Product: [CH2:1]([O:3][C:4]([C:6]1[NH:7][C:8]2[C:13]([CH:14]=1)=[C:12]([O:15][C:16]1[CH:21]=[C:20]([CH3:22])[CH:19]=[CH:18][C:17]=1[NH2:23])[CH:11]=[CH:10][CH:9]=2)=[O:5])[CH3:2]. The catalyst class is: 78. Reactant: [CH2:1]([O:3][C:4]([C:6]1[NH:7][C:8]2[C:13]([CH:14]=1)=[C:12]([O:15][C:16]1[CH:21]=[C:20]([CH3:22])[CH:19]=[CH:18][C:17]=1[N+:23]([O-])=O)[CH:11]=[CH:10][CH:9]=2)=[O:5])[CH3:2]. (7) Reactant: [Cl:1][C:2]1[CH:3]=[CH:4][C:5]([NH2:8])=[N:6][CH:7]=1.N1C=CC=CC=1.[Br:15][CH2:16][C:17](Br)=[O:18]. Product: [Br:15][CH2:16][C:17]([NH:8][C:5]1[CH:4]=[CH:3][C:2]([Cl:1])=[CH:7][N:6]=1)=[O:18]. The catalyst class is: 11.